From a dataset of Forward reaction prediction with 1.9M reactions from USPTO patents (1976-2016). Predict the product of the given reaction. (1) Given the reactants [CH:1]1([CH2:4][C@@H:5]2[NH:10][C:9](=[O:11])[C@H:8]([CH2:12][CH:13]([CH3:15])[CH3:14])[NH:7][CH2:6]2)[CH2:3][CH2:2]1.[Cl:16][C:17]1[CH:22]=[CH:21][C:20]([C:23]2[O:27][N:26]=[C:25]([CH:28]=O)[CH:24]=2)=[CH:19][CH:18]=1.C([C@@H]1N(CC2C=C(C3C=CC=CC=3)ON=2)C[C@H](CC(C)C)NC1=O)C(C)C, predict the reaction product. The product is: [Cl:16][C:17]1[CH:18]=[CH:19][C:20]([C:23]2[O:27][N:26]=[C:25]([CH2:28][N:7]3[CH2:6][C@H:5]([CH2:4][CH:1]4[CH2:2][CH2:3]4)[NH:10][C:9](=[O:11])[C@@H:8]3[CH2:12][CH:13]([CH3:15])[CH3:14])[CH:24]=2)=[CH:21][CH:22]=1. (2) Given the reactants Br[C:2]1[N:3]([CH2:9][O:10][CH2:11][CH2:12][Si:13]([CH3:16])([CH3:15])[CH3:14])[C:4]([Br:8])=[C:5]([Br:7])[N:6]=1.[F:17][C:18]1[CH:23]=[CH:22][C:21](B(O)O)=[CH:20][CH:19]=1.C([O-])([O-])=O.[Na+].[Na+], predict the reaction product. The product is: [Br:7][C:5]1[N:6]=[C:2]([C:21]2[CH:22]=[CH:23][C:18]([F:17])=[CH:19][CH:20]=2)[N:3]([CH2:9][O:10][CH2:11][CH2:12][Si:13]([CH3:16])([CH3:15])[CH3:14])[C:4]=1[Br:8]. (3) Given the reactants [F:1][C:2]([F:15])([F:14])[S:3]([O:6]S(C(F)(F)F)(=O)=O)(=[O:5])=[O:4].O[C:17]1[CH:18]=[CH:19][C:20]2[CH:26]([CH2:27][C:28]([O-:30])=[O:29])[C:25]3[CH:31]=[CH:32][CH:33]=[CH:34][C:24]=3[C:23](=[O:35])[N:22]([CH3:36])[C:21]=2[CH:37]=1.[CH3:38]C1C=CC=C(C)N=1, predict the reaction product. The product is: [CH3:36][N:22]1[C:23](=[O:35])[C:24]2[CH:34]=[CH:33][CH:32]=[CH:31][C:25]=2[CH:26]([CH2:27][C:28]([O:30][CH3:38])=[O:29])[C:20]2[CH:19]=[CH:18][C:17]([O:6][S:3]([C:2]([F:15])([F:14])[F:1])(=[O:5])=[O:4])=[CH:37][C:21]1=2. (4) Given the reactants [C:1]1([C@H:11]([NH:13][CH2:14][CH:15]2[CH:20]([C:21]3[CH:26]=[CH:25][CH:24]=[CH:23][CH:22]=3)[CH2:19][CH2:18][NH:17][CH2:16]2)[CH3:12])[C:10]2[C:5](=[CH:6][CH:7]=[CH:8][CH:9]=2)[CH:4]=[CH:3][CH:2]=1.C(N(CC)CC)C.[N:34]([C:37]1[CH:46]=[CH:45][CH:44]=[CH:43][C:38]=1[C:39]([O:41][CH3:42])=[O:40])=[C:35]=[O:36], predict the reaction product. The product is: [C:1]1([C@H:11]([NH:13][CH2:14][CH:15]2[CH:20]([C:21]3[CH:26]=[CH:25][CH:24]=[CH:23][CH:22]=3)[CH2:19][CH2:18][N:17]([C:35]([NH:34][C:37]3[CH:46]=[CH:45][CH:44]=[CH:43][C:38]=3[C:39]([O:41][CH3:42])=[O:40])=[O:36])[CH2:16]2)[CH3:12])[C:10]2[C:5](=[CH:6][CH:7]=[CH:8][CH:9]=2)[CH:4]=[CH:3][CH:2]=1.